This data is from Reaction yield outcomes from USPTO patents with 853,638 reactions. The task is: Predict the reaction yield, written as a fraction of the theoretical maximum amount of product (1.0 means a 100% yield; for example, 0.34 means a 34% yield). The catalyst is [Cl-].C([N+]1C(C)=C(CCO)SC=1)C1C=CC=CC=1.C(O)C. The reactants are C(N(CC)CC)C.[F:8][C:9]1[CH:10]=[C:11]2[C:15](=[CH:16][CH:17]=1)[N:14](C(OC(C)(C)C)=O)[CH:13]=[C:12]2[CH:25]=[O:26].[CH3:27][O:28][C:29]1[CH:30]=[C:31]([CH:42]=[CH:43][CH:44]=1)[N:32]=[CH:33][C:34]1[CH:35]=[N:36][C:37]([O:40][CH3:41])=[CH:38][CH:39]=1. The yield is 0.0400. The product is [F:8][C:9]1[CH:10]=[C:11]2[C:15](=[CH:16][CH:17]=1)[NH:14][CH:13]=[C:12]2[C:25](=[O:26])[CH:33]([NH:32][C:31]1[CH:42]=[CH:43][CH:44]=[C:29]([O:28][CH3:27])[CH:30]=1)[C:34]1[CH:35]=[N:36][C:37]([O:40][CH3:41])=[CH:38][CH:39]=1.